This data is from Reaction yield outcomes from USPTO patents with 853,638 reactions. The task is: Predict the reaction yield, written as a fraction of the theoretical maximum amount of product (1.0 means a 100% yield; for example, 0.34 means a 34% yield). (1) The reactants are [CH:1](=O)[C:2]1[CH:9]=[CH:8][C:5]([CH:6]=[O:7])=[CH:4][CH:3]=1.[CH2:11]([C:18]1[CH:23]=[CH:22][C:21]([OH:24])=[CH:20][CH:19]=1)[C:12]1[CH:17]=[CH:16][CH:15]=[CH:14][CH:13]=1.[OH2:25].[C:26]1([CH3:36])[CH:31]=[CH:30][C:29](S(O)(=O)=O)=[CH:28][CH:27]=1. The catalyst is C1(C)C(C)=CC=CC=1. The product is [OH:24][C:21]1[CH:20]=[CH:19][C:18]([CH2:11][C:12]2[CH:13]=[CH:14][CH:15]=[CH:16][CH:17]=2)=[CH:23][C:22]=1[C:4]1[C:3]([C:30]2[CH:31]=[C:26]([CH2:36][C:2]3[CH:9]=[CH:8][CH:5]=[CH:4][CH:3]=3)[CH:27]=[CH:28][C:29]=2[OH:25])=[C:2]([CH3:1])[CH:9]=[CH:8][C:5]=1[CH:6]=[O:7]. The yield is 0.470. (2) The reactants are [CH2:1]([C:8]1[CH:16]=[CH:15][C:11]([C:12]([OH:14])=O)=[CH:10][C:9]=1[C:17]([NH:19][C:20]1[CH:25]=[C:24]([C:26]([F:29])([F:28])[F:27])[CH:23]=[C:22]([C:30]([F:33])([F:32])[F:31])[CH:21]=1)=[O:18])[C:2]1[CH:7]=[CH:6][CH:5]=[CH:4][CH:3]=1.[CH2:34]([CH:41]1[CH2:46][CH2:45][NH:44][CH2:43][CH2:42]1)[C:35]1[CH:40]=[CH:39][CH:38]=[CH:37][CH:36]=1. No catalyst specified. The product is [CH2:1]([C:8]1[CH:16]=[CH:15][C:11]([C:12]([N:44]2[CH2:45][CH2:46][CH:41]([CH2:34][C:35]3[CH:40]=[CH:39][CH:38]=[CH:37][CH:36]=3)[CH2:42][CH2:43]2)=[O:14])=[CH:10][C:9]=1[C:17]([NH:19][C:20]1[CH:21]=[C:22]([C:30]([F:31])([F:32])[F:33])[CH:23]=[C:24]([C:26]([F:29])([F:27])[F:28])[CH:25]=1)=[O:18])[C:2]1[CH:3]=[CH:4][CH:5]=[CH:6][CH:7]=1. The yield is 0.767. (3) The reactants are C(Cl)(=O)C(Cl)=O.C(Cl)Cl.CS(C)=O.[OH:14][CH2:15][CH2:16][CH2:17][C:18]1[CH:19]=[C:20]2[C:24](=[CH:25][CH:26]=1)[C:23](=[O:27])[O:22][CH2:21]2.C(N(CC)CC)C. The catalyst is C(Cl)Cl.O. The product is [O:27]=[C:23]1[C:24]2[C:20](=[CH:19][C:18]([CH2:17][CH2:16][CH:15]=[O:14])=[CH:26][CH:25]=2)[CH2:21][O:22]1. The yield is 0.990. (4) The reactants are [F:1][C:2]1[CH:7]=[CH:6][C:5]([C:8]2[C:9]([C:21]3[CH:26]=[CH:25][CH:24]=[C:23]([CH3:27])[N:22]=3)=[N:10][N:11](COCC[Si](C)(C)C)[CH:12]=2)=[CH:4][C:3]=1B1OC(C)(C)C(C)(C)O1.Br[C:38]1[CH:43]=[CH:42][C:41]([S:44]([NH2:47])(=[O:46])=[O:45])=[C:40]([F:48])[CH:39]=1.O. The catalyst is COCCOC.C(OCC)(=O)C. The product is [F:1][C:2]1[CH:7]=[CH:6][C:5]([C:8]2[C:9]([C:21]3[CH:26]=[CH:25][CH:24]=[C:23]([CH3:27])[N:22]=3)=[N:10][NH:11][CH:12]=2)=[CH:4][C:3]=1[C:38]1[CH:43]=[CH:42][C:41]([S:44]([NH2:47])(=[O:45])=[O:46])=[C:40]([F:48])[CH:39]=1. The yield is 0.410. (5) The reactants are [CH2:1]([O:3][C:4]1[CH:5]=[C:6]([CH:12]([NH2:18])[CH2:13][S:14]([CH3:17])(=[O:16])=[O:15])[CH:7]=[CH:8][C:9]=1[O:10][CH3:11])[CH3:2].[C:19]([NH:22][C:23]1[CH:33]=[CH:32][CH:31]=[C:25]2[C:26]([O:28][C:29](=O)[C:24]=12)=[O:27])(=[O:21])[CH3:20]. The catalyst is C(O)(=O)C. The product is [CH2:1]([O:3][C:4]1[CH:5]=[C:6]([CH:12]([N:18]2[C:29](=[O:28])[C:24]3[C:25](=[CH:31][CH:32]=[CH:33][C:23]=3[NH:22][C:19](=[O:21])[CH3:20])[C:26]2=[O:27])[CH2:13][S:14]([CH3:17])(=[O:16])=[O:15])[CH:7]=[CH:8][C:9]=1[O:10][CH3:11])[CH3:2]. The yield is 0.590. (6) The reactants are [NH2:1][C:2]1[N:3]=[CH:4][C:5]2[S:10][C:9](=[O:11])[N:8]([C@@H:12]3[O:24][C@H:23]([CH2:25][O:26]C(=O)C)[C@@H:18]([O:19]C(=O)C)[C@H:13]3[O:14]C(=O)C)[C:6]=2[N:7]=1.C([O-])([O-])=O.[K+].[K+].CC(O)=O. The catalyst is CO. The product is [NH2:1][C:2]1[N:3]=[CH:4][C:5]2[S:10][C:9](=[O:11])[N:8]([C@@H:12]3[O:24][C@H:23]([CH2:25][OH:26])[C@@H:18]([OH:19])[C@H:13]3[OH:14])[C:6]=2[N:7]=1. The yield is 0.890. (7) The reactants are [CH3:1][C:2]1[C:6]([CH2:7][N:8]2[CH:12]=[C:11]([NH:13][C:14](=[O:25])[C:15]3[CH:20]=[C:19]([O:21][CH3:22])[C:18]([OH:23])=[C:17](O)[CH:16]=3)[CH:10]=[N:9]2)=[C:5]([CH3:26])[O:4][N:3]=1.[C:27](=[O:30])([O-])[O-].[Cs+].[Cs+].Br[CH:34](Br)C. No catalyst specified. The product is [CH3:1][C:2]1[C:6]([CH2:7][N:8]2[CH:12]=[C:11]([NH:13][C:14]([C:15]3[CH:16]=[C:17]([O:30][CH3:27])[C:18]4[O:23][CH2:34][CH2:22][O:21][C:19]=4[CH:20]=3)=[O:25])[CH:10]=[N:9]2)=[C:5]([CH3:26])[O:4][N:3]=1. The yield is 0.200.